This data is from Full USPTO retrosynthesis dataset with 1.9M reactions from patents (1976-2016). The task is: Predict the reactants needed to synthesize the given product. Given the product [Cl:1][C:2]1[CH:3]=[CH:4][C:5]([NH2:8])=[C:6]([C:15]#[C:16][C:23]2[CH:28]=[CH:27][CH:26]=[CH:25][C:24]=2[O:29][C:30]([F:33])([F:32])[F:31])[CH:7]=1, predict the reactants needed to synthesize it. The reactants are: [Cl:1][C:2]1[CH:7]=[CH:6][C:5]([NH:8]C#C[Si](C)(C)C)=[CH:4][CH:3]=1.[CH2:15](N(CC)CC)[CH3:16].Br[C:23]1[CH:28]=[CH:27][CH:26]=[CH:25][C:24]=1[O:29][C:30]([F:33])([F:32])[F:31].CCCC[N+](CCCC)(CCCC)CCCC.[F-].